Dataset: Forward reaction prediction with 1.9M reactions from USPTO patents (1976-2016). Task: Predict the product of the given reaction. (1) Given the reactants [CH2:1]([N:4]1[C:13]2[C:8](=[CH:9][CH:10]=[C:11]([OH:14])[CH:12]=2)[CH2:7][CH2:6][CH2:5]1)[C:2]#[CH:3].C(N(CC)CC)C.[Br:22][C:23]1[CH:28]=[CH:27][CH:26]=[CH:25][C:24]=1[N:29]=[C:30]=[O:31], predict the reaction product. The product is: [Br:22][C:23]1[CH:28]=[CH:27][CH:26]=[CH:25][C:24]=1[NH:29][C:30](=[O:31])[O:14][C:11]1[CH:12]=[C:13]2[C:8]([CH2:7][CH2:6][CH2:5][N:4]2[CH2:1][C:2]#[CH:3])=[CH:9][CH:10]=1. (2) Given the reactants [NH:1]([C:9]([O:11]C(C)(C)C)=O)[C@H:2]([C:6]([OH:8])=O)[CH2:3][O:4][CH3:5].Cl.[F:17][C:18]1[CH:23]=[CH:22][C:21]([N:24]2[C:32]3[C:27](=[CH:28][C:29](I)=[CH:30][CH:31]=3)[CH:26]=[N:25]2)=[CH:20][CH:19]=1.C(N([CH2:39][CH3:40])CC)C.[CH3:41][O:42][CH2:43]C(Cl)=O, predict the reaction product. The product is: [C:27]1([CH2:26][CH2:2][NH2:1])[CH:28]=[CH:29][CH:30]=[CH:31][CH:32]=1.[F:17][C:18]1[CH:19]=[C:20]([C@H:6]([O:8][C:29]2[CH:28]=[C:27]3[C:32](=[CH:31][CH:30]=2)[N:24]([C:21]2[CH:22]=[CH:23][C:18]([F:17])=[CH:19][CH:20]=2)[N:25]=[CH:26]3)[C@@H:2]([NH:1][C:9](=[O:11])[CH2:43][O:42][CH3:41])[CH2:3][O:4][CH3:5])[CH:21]=[CH:39][CH:40]=1. (3) Given the reactants [Si:1]([O:8][CH2:9][C@H:10]1[C@H:14]([O:15][CH:16]2[CH2:21][CH2:20][CH2:19][CH2:18][O:17]2)[CH2:13][C@H:12]([OH:22])[C@@H:11]1[CH2:23][CH2:24][CH2:25][CH2:26][CH2:27][CH2:28][C:29]([O:31][CH3:32])=[O:30])([C:4]([CH3:7])([CH3:6])[CH3:5])([CH3:3])[CH3:2].N1C=CC=CC=1.[C:39](Cl)(=[O:41])[CH3:40].O, predict the reaction product. The product is: [C:39]([O:22][C@@H:12]1[C@H:11]([CH2:23][CH2:24][CH2:25][CH2:26][CH2:27][CH2:28][C:29]([O:31][CH3:32])=[O:30])[C@@H:10]([CH2:9][O:8][Si:1]([C:4]([CH3:7])([CH3:6])[CH3:5])([CH3:2])[CH3:3])[C@H:14]([O:15][CH:16]2[CH2:21][CH2:20][CH2:19][CH2:18][O:17]2)[CH2:13]1)(=[O:41])[CH3:40]. (4) Given the reactants [CH3:1][O:2][C:3]([C:5]1[N:6]([CH2:25][C:26]2[CH:31]=[CH:30][CH:29]=[CH:28][CH:27]=2)[C:7](=[O:24])[C:8]2[C:13]([C:14]=1OS(C(F)(F)F)(=O)=O)=[CH:12][C:11]([Cl:23])=[CH:10][CH:9]=2)=[O:4].[CH3:32][C:33]1[CH:34]=[C:35](B(O)O)[CH:36]=[CH:37][CH:38]=1, predict the reaction product. The product is: [CH3:1][O:2][C:3]([C:5]1[N:6]([CH2:25][C:26]2[CH:27]=[CH:28][CH:29]=[CH:30][CH:31]=2)[C:7](=[O:24])[C:8]2[C:13]([C:14]=1[C:37]1[CH:38]=[C:33]([CH3:32])[CH:34]=[CH:35][CH:36]=1)=[CH:12][C:11]([Cl:23])=[CH:10][CH:9]=2)=[O:4]. (5) Given the reactants Cl[C:2]1[C:3]2[C:4](=[CH:15][N:16](CC3C=CC(OC)=CC=3)[N:17]=2)[N:5]=[C:6]([CH:8]2[CH2:13][CH2:12][N:11]([CH3:14])[CH2:10][CH2:9]2)[N:7]=1.[NH2:27][C:28]1[CH:38]=[CH:37][C:31]2[O:32][CH2:33][C:34](=[O:36])[NH:35][C:30]=2[CH:29]=1.Cl, predict the reaction product. The product is: [CH3:14][N:11]1[CH2:10][CH2:9][CH:8]([C:6]2[N:7]=[C:2]([NH:27][C:28]3[CH:38]=[CH:37][C:31]4[O:32][CH2:33][C:34](=[O:36])[NH:35][C:30]=4[CH:29]=3)[C:3]3[NH:17][N:16]=[CH:15][C:4]=3[N:5]=2)[CH2:13][CH2:12]1. (6) Given the reactants [Cl:1][C:2]1[CH:11]=[C:10]2[C:5]([C:6]([O:12][CH2:13][CH2:14][CH2:15][CH2:16]O)=[CH:7][CH:8]=[N:9]2)=[CH:4][CH:3]=1.CCN([CH2:23][CH3:24])CC.CS(Cl)(=O)=[O:27].C(N(CC)C(C)C)(C)C.C(NCC)C, predict the reaction product. The product is: [Cl:1][C:2]1[CH:11]=[C:10]2[C:5]([C:6]([O:12][CH2:13][CH2:14][CH2:15][CH2:16][CH2:24][CH2:23][OH:27])=[CH:7][CH:8]=[N:9]2)=[CH:4][CH:3]=1. (7) Given the reactants [CH2:1]1[C:5]2([CH2:10][CH2:9][N:8]([C:11]([O:13][C:14]([CH3:17])([CH3:16])[CH3:15])=[O:12])[CH2:7][CH2:6]2)[CH2:4][CH:3]([C:18]([O:20][CH2:21][CH3:22])=[O:19])[NH:2]1.CN(C(ON1N=NC2C=CC=NC1=2)=[N+](C)C)C.F[P-](F)(F)(F)(F)F.[CH3:47][O:48][C:49]([NH:51][C@H:52]([C:56](O)=[O:57])[CH:53]([CH3:55])[CH3:54])=[O:50].CCN(C(C)C)C(C)C, predict the reaction product. The product is: [CH3:47][O:48][C:49]([NH:51][C@H:52]([C:56]([N:2]1[CH:3]([C:18]([O:20][CH2:21][CH3:22])=[O:19])[CH2:4][C:5]2([CH2:6][CH2:7][N:8]([C:11]([O:13][C:14]([CH3:17])([CH3:16])[CH3:15])=[O:12])[CH2:9][CH2:10]2)[CH2:1]1)=[O:57])[CH:53]([CH3:54])[CH3:55])=[O:50]. (8) Given the reactants Cl[C:2]1[C:7]([C:8]([O:10][CH3:11])=[O:9])=[C:6]([CH3:12])[N:5]=[CH:4][CH:3]=1.[Cl:13][C:14]1[CH:19]=[CH:18][C:17](B(O)O)=[C:16]([F:23])[CH:15]=1.C1(P(C2CCCCC2)C2CCCCC2)CCCCC1.C([O-])([O-])=O.[Cs+].[Cs+], predict the reaction product. The product is: [Cl:13][C:14]1[CH:19]=[CH:18][C:17]([C:2]2[C:7]([C:8]([O:10][CH3:11])=[O:9])=[C:6]([CH3:12])[N:5]=[CH:4][CH:3]=2)=[C:16]([F:23])[CH:15]=1. (9) Given the reactants [F:1][C:2]1[CH:3]=[C:4]([CH:6]=[CH:7][C:8]=1[CH3:9])[NH2:5].C(O)(=O)C.[N:14]([O-])=O.[Na+].[Sn](Cl)(Cl)(Cl)Cl, predict the reaction product. The product is: [F:1][C:2]1[CH:3]=[C:4]([NH:5][NH2:14])[CH:6]=[CH:7][C:8]=1[CH3:9]. (10) The product is: [OH:9][B:8]([OH:10])[C:5]1[CH:4]=[N:3][C:2]([N:11]2[CH2:16][CH2:15][CH:14]([C:17]([OH:19])=[O:18])[CH2:13][CH2:12]2)=[N:7][CH:6]=1. Given the reactants Cl[C:2]1[N:7]=[CH:6][C:5]([B:8]([OH:10])[OH:9])=[CH:4][N:3]=1.[NH:11]1[CH2:16][CH2:15][CH:14]([C:17]([OH:19])=[O:18])[CH2:13][CH2:12]1.C(N(CC)CC)C, predict the reaction product.